The task is: Predict the reactants needed to synthesize the given product.. This data is from Full USPTO retrosynthesis dataset with 1.9M reactions from patents (1976-2016). (1) The reactants are: C([O:3][C:4]([C:6]1[S:7][CH:8]=[C:9]([C:11]2[CH:16]=[CH:15][C:14]([Cl:17])=[CH:13][CH:12]=2)[N:10]=1)=[O:5])C.[OH-].[Na+]. Given the product [ClH:17].[Cl:17][C:14]1[CH:13]=[CH:12][C:11]([C:9]2[N:10]=[C:6]([C:4]([OH:5])=[O:3])[S:7][CH:8]=2)=[CH:16][CH:15]=1, predict the reactants needed to synthesize it. (2) Given the product [CH3:1][O:2][C:3]([C:5]1[O:6][C:7]2[CH:13]=[CH:12][C:11]([O:14][C:19](=[S:20])[N:18]([CH3:22])[CH3:17])=[CH:10][C:8]=2[CH:9]=1)=[O:4], predict the reactants needed to synthesize it. The reactants are: [CH3:1][O:2][C:3]([C:5]1[O:6][C:7]2[CH:13]=[CH:12][C:11]([OH:14])=[CH:10][C:8]=2[CH:9]=1)=[O:4].[H-].[Na+].[CH3:17][N:18]([CH3:22])[C:19](Cl)=[S:20]. (3) Given the product [CH2:9]([C:11]1[C:15]([S:16][C:17]2[CH:22]=[CH:21][C:20]([F:23])=[CH:19][CH:18]=2)=[C:14]([CH2:24][CH3:25])[N:13]([CH2:26][CH2:27][N:28]([CH3:30])[CH3:29])[N:12]=1)[CH3:10].[C:1]([OH:8])(=[O:7])/[CH:2]=[CH:3]\[C:4]([OH:6])=[O:5], predict the reactants needed to synthesize it. The reactants are: [C:1]([OH:8])(=[O:7])/[CH:2]=[CH:3]\[C:4]([OH:6])=[O:5].[CH2:9]([C:11]1[C:15]([S:16][C:17]2[CH:22]=[CH:21][C:20]([F:23])=[CH:19][CH:18]=2)=[C:14]([CH2:24][CH3:25])[N:13]([CH2:26][CH2:27][N:28]([CH3:30])[CH3:29])[N:12]=1)[CH3:10]. (4) Given the product [F:13][CH:10]([F:11])[C:9]1[C:5]2[CH2:4][CH2:55][CH:3]3[CH2:58][CH:2]3[C:6]=2[N:7]([CH2:14][C:15]([NH:17][C@H:18]([C:28]2[C:33]([C:34]3[CH:35]=[CH:36][CH:37]=[C:38]4[C:42]=3[N:41]([CH3:43])[N:40]=[C:39]4[NH:44][S:45]([CH3:48])(=[O:46])=[O:47])=[CH:32][CH:31]=[C:30]([C:49]#[C:50][C:51]([OH:54])([CH3:52])[CH3:53])[N:29]=2)[CH2:19][C:20]2[CH:25]=[C:24]([F:26])[CH:23]=[C:22]([F:27])[CH:21]=2)=[O:16])[N:8]=1, predict the reactants needed to synthesize it. The reactants are: F[C:2]1(F)[C:6]2[N:7]([CH2:14][C:15]([NH:17][C@H:18]([C:28]3[C:33]([C:34]4[CH:35]=[CH:36][CH:37]=[C:38]5[C:42]=4[N:41]([CH3:43])[N:40]=[C:39]5[NH:44][S:45]([CH3:48])(=[O:47])=[O:46])=[CH:32][CH:31]=[C:30]([C:49]#[C:50][C:51]([OH:54])([CH3:53])[CH3:52])[N:29]=3)[CH2:19][C:20]3[CH:25]=[C:24]([F:26])[CH:23]=[C:22]([F:27])[CH:21]=3)=[O:16])[N:8]=[C:9]([C:10]([F:13])(F)[F:11])[C:5]=2[C@H:4]2[CH2:55][C@@H:3]12.F[CH:58](F)C1C2CCC3CC3C=2N(CC(O)=O)N=1.